From a dataset of Peptide-MHC class I binding affinity with 185,985 pairs from IEDB/IMGT. Regression. Given a peptide amino acid sequence and an MHC pseudo amino acid sequence, predict their binding affinity value. This is MHC class I binding data. (1) The MHC is HLA-B58:01 with pseudo-sequence HLA-B58:01. The peptide sequence is KRSQDSPLK. The binding affinity (normalized) is 0.0847. (2) The peptide sequence is NLFSKNILKY. The MHC is HLA-A33:01 with pseudo-sequence HLA-A33:01. The binding affinity (normalized) is 0. (3) The peptide sequence is FFGPIGKLI. The MHC is H-2-Db with pseudo-sequence H-2-Db. The binding affinity (normalized) is 0. (4) The peptide sequence is GETALALLL. The MHC is HLA-B40:02 with pseudo-sequence HLA-B40:02. The binding affinity (normalized) is 0.810.